Dataset: NCI-60 drug combinations with 297,098 pairs across 59 cell lines. Task: Regression. Given two drug SMILES strings and cell line genomic features, predict the synergy score measuring deviation from expected non-interaction effect. (1) Drug 1: CC1CCC2CC(C(=CC=CC=CC(CC(C(=O)C(C(C(=CC(C(=O)CC(OC(=O)C3CCCCN3C(=O)C(=O)C1(O2)O)C(C)CC4CCC(C(C4)OC)OCCO)C)C)O)OC)C)C)C)OC. Drug 2: CCC1(CC2CC(C3=C(CCN(C2)C1)C4=CC=CC=C4N3)(C5=C(C=C6C(=C5)C78CCN9C7C(C=CC9)(C(C(C8N6C)(C(=O)OC)O)OC(=O)C)CC)OC)C(=O)OC)O.OS(=O)(=O)O. Cell line: NCI-H226. Synergy scores: CSS=-1.32, Synergy_ZIP=0.541, Synergy_Bliss=0.635, Synergy_Loewe=-1.67, Synergy_HSA=-1.20. (2) Drug 1: C1CCC(CC1)NC(=O)N(CCCl)N=O. Drug 2: CC(C)NC(=O)C1=CC=C(C=C1)CNNC.Cl. Cell line: U251. Synergy scores: CSS=27.3, Synergy_ZIP=-8.03, Synergy_Bliss=-1.16, Synergy_Loewe=-8.33, Synergy_HSA=-1.69. (3) Drug 1: C1=C(C(=O)NC(=O)N1)F. Drug 2: CCC1=C2CN3C(=CC4=C(C3=O)COC(=O)C4(CC)O)C2=NC5=C1C=C(C=C5)O. Cell line: HOP-92. Synergy scores: CSS=39.6, Synergy_ZIP=-12.7, Synergy_Bliss=-10.5, Synergy_Loewe=-18.0, Synergy_HSA=-1.74. (4) Drug 1: C1=C(C(=O)NC(=O)N1)F. Drug 2: CC=C1C(=O)NC(C(=O)OC2CC(=O)NC(C(=O)NC(CSSCCC=C2)C(=O)N1)C(C)C)C(C)C. Cell line: SK-MEL-2. Synergy scores: CSS=64.8, Synergy_ZIP=-10.4, Synergy_Bliss=-18.3, Synergy_Loewe=-18.6, Synergy_HSA=-14.2.